This data is from Forward reaction prediction with 1.9M reactions from USPTO patents (1976-2016). The task is: Predict the product of the given reaction. (1) Given the reactants [CH2:1]([O:3][C:4]([C:6]1[CH:41]=[CH:40][C:9]2[N:10]([CH:34]3[CH2:39][CH2:38][CH2:37][CH2:36][CH2:35]3)[C:11]([C:13]3[CH:14]=[C:15]4[C:20](=[CH:21][CH:22]=3)[N:19]=[C:18]([C:23](=[O:33])NCC3C=CC(Cl)=CC=3)[CH:17]=[CH:16]4)=[N:12][C:8]=2[CH:7]=1)=[O:5])[CH3:2].[Cl:42][C:43]1[CH:48]=[CH:47][C:46]([NH:49][CH:50]([CH3:52])[CH3:51])=[CH:45][CH:44]=1, predict the reaction product. The product is: [CH2:1]([O:3][C:4]([C:6]1[CH:41]=[CH:40][C:9]2[N:10]([CH:34]3[CH2:39][CH2:38][CH2:37][CH2:36][CH2:35]3)[C:11]([C:13]3[CH:14]=[C:15]4[C:20](=[CH:21][CH:22]=3)[N:19]=[C:18]([C:23](=[O:33])[N:49]([C:46]3[CH:47]=[CH:48][C:43]([Cl:42])=[CH:44][CH:45]=3)[CH:50]([CH3:52])[CH3:51])[CH:17]=[CH:16]4)=[N:12][C:8]=2[CH:7]=1)=[O:5])[CH3:2]. (2) Given the reactants [CH3:1][C:2]1[O:6][N:5]=[C:4]([C:7]2[CH:12]=[CH:11][CH:10]=[CH:9][CH:8]=2)[C:3]=1[CH2:13][O:14][C:15]1[CH:23]=[CH:22][C:18]([C:19]([OH:21])=O)=[CH:17][N:16]=1.[NH2:24][CH:25]1[CH2:30][CH2:29][N:28]([CH2:31][C:32]2[CH:37]=[CH:36][CH:35]=[CH:34][CH:33]=2)[CH2:27][CH2:26]1, predict the reaction product. The product is: [CH2:31]([N:28]1[CH2:29][CH2:30][CH:25]([NH:24][C:19](=[O:21])[C:18]2[CH:22]=[CH:23][C:15]([O:14][CH2:13][C:3]3[C:4]([C:7]4[CH:8]=[CH:9][CH:10]=[CH:11][CH:12]=4)=[N:5][O:6][C:2]=3[CH3:1])=[N:16][CH:17]=2)[CH2:26][CH2:27]1)[C:32]1[CH:33]=[CH:34][CH:35]=[CH:36][CH:37]=1. (3) Given the reactants [CH:1]([N:4]1[C:8]([C:9]2[N:18]=[C:17]3[N:11]([CH2:12][CH2:13][O:14][C:15]4[CH:22]=[C:21](O)[N:20]=[CH:19][C:16]=43)[CH:10]=2)=[N:7][CH:6]=[N:5]1)([CH3:3])[CH3:2].Cl.[F:25][C:26]1([F:34])[CH2:30][NH:29][C@H:28]([C:31]([NH2:33])=[O:32])[CH2:27]1.CCN(C(C)C)C(C)C.C(#N)C, predict the reaction product. The product is: [F:25][C:26]1([F:34])[CH2:30][N:29]([C:21]2[N:20]=[CH:19][C:16]3[C:17]4[N:11]([CH:10]=[C:9]([C:8]5[N:4]([CH:1]([CH3:2])[CH3:3])[N:5]=[CH:6][N:7]=5)[N:18]=4)[CH2:12][CH2:13][O:14][C:15]=3[CH:22]=2)[C@H:28]([C:31]([NH2:33])=[O:32])[CH2:27]1. (4) Given the reactants C1N2CCN(CC2)C1.[NH2:9][C:10]1[CH:15]=[CH:14][C:13]([N+:16]([O-:18])=[O:17])=[CH:12][N:11]=1.Br[CH2:20][C:21]([C:23]1[CH:28]=[CH:27][C:26]([F:29])=[CH:25][CH:24]=1)=O, predict the reaction product. The product is: [F:29][C:26]1[CH:27]=[CH:28][C:23]([C:21]2[N:9]=[C:10]3[CH:15]=[CH:14][C:13]([N+:16]([O-:18])=[O:17])=[CH:12][N:11]3[CH:20]=2)=[CH:24][CH:25]=1. (5) Given the reactants [I:1][C:2]1[CH:8]=[CH:7][C:5]([NH2:6])=[CH:4][CH:3]=1.[F:9][C:10]1[CH:15]=[CH:14][C:13]([C:16]([F:19])([F:18])[F:17])=[CH:12][C:11]=1[N:20]=[C:21]=[O:22].CCCCCC, predict the reaction product. The product is: [F:9][C:10]1[CH:15]=[CH:14][C:13]([C:16]([F:19])([F:18])[F:17])=[CH:12][C:11]=1[NH:20][C:21]([NH:6][C:5]1[CH:7]=[CH:8][C:2]([I:1])=[CH:3][CH:4]=1)=[O:22]. (6) Given the reactants [S:1]1[C:5]2[CH:6]=[C:7]([N:10]3[CH2:14][CH2:13][NH:12][C:11]3=[O:15])[CH:8]=[CH:9][C:4]=2[N:3]=[CH:2]1.Br[C:17]1[CH:18]=[N:19][CH:20]=[CH:21][C:22]=1[CH2:23][CH3:24].N[C@@H]1CCCC[C@H]1N.P([O-])([O-])([O-])=O.[K+].[K+].[K+], predict the reaction product. The product is: [S:1]1[C:5]2[CH:6]=[C:7]([N:10]3[CH2:14][CH2:13][N:12]([C:17]4[CH:18]=[N:19][CH:20]=[CH:21][C:22]=4[CH2:23][CH3:24])[C:11]3=[O:15])[CH:8]=[CH:9][C:4]=2[N:3]=[CH:2]1. (7) Given the reactants [NH2:1][C:2]1[C:7]([O:8][CH2:9][CH:10]2[CH2:15][CH2:14][N:13]([C:16]3[N:21]=[C:20]([Cl:22])[N:19]=[C:18]([C:23]([O:25]C)=O)[CH:17]=3)[CH2:12][CH2:11]2)=[CH:6][C:5]([C:27]2[N:28]=[N:29][N:30]([CH3:33])[C:31]=2[CH3:32])=[CH:4][N:3]=1.Cl.[CH2:35]([NH2:37])[CH3:36], predict the reaction product. The product is: [NH2:1][C:2]1[C:7]([O:8][CH2:9][CH:10]2[CH2:11][CH2:12][N:13]([C:16]3[N:21]=[C:20]([Cl:22])[N:19]=[C:18]([C:23]([NH:37][CH2:35][CH3:36])=[O:25])[CH:17]=3)[CH2:14][CH2:15]2)=[CH:6][C:5]([C:27]2[N:28]=[N:29][N:30]([CH3:33])[C:31]=2[CH3:32])=[CH:4][N:3]=1. (8) Given the reactants [Cl:1][C:2]1[C:7]([C:8]2[C:13]([F:14])=[CH:12][C:11]([F:15])=[CH:10][C:9]=2[F:16])=[C:6](Cl)[N:5]2[N:18]=[CH:19][N:20]=[C:4]2[N:3]=1.Cl.[F:22][C:23]([F:28])([F:27])[C@@H:24]([NH2:26])[CH3:25].C(N(CC)C(C)C)(C)C, predict the reaction product. The product is: [Cl:1][C:2]1[C:7]([C:8]2[C:13]([F:14])=[CH:12][C:11]([F:15])=[CH:10][C:9]=2[F:16])=[C:6]([NH:26][C@@H:24]([CH3:25])[C:23]([F:28])([F:27])[F:22])[N:5]2[N:18]=[CH:19][N:20]=[C:4]2[N:3]=1.